The task is: Predict the reaction yield, written as a fraction of the theoretical maximum amount of product (1.0 means a 100% yield; for example, 0.34 means a 34% yield).. This data is from Reaction yield outcomes from USPTO patents with 853,638 reactions. (1) The catalyst is CN(C)C=O.O. The yield is 0.650. The reactants are [OH:1][C:2]1[CH:3]=[C:4]2[C:9](=[CH:10][CH:11]=1)[NH:8][C:7](=[O:12])[CH2:6][CH2:5]2.CS(O[CH:18]1[CH2:23][CH2:22][N:21]([C:24]([O:26][C:27]([CH3:30])([CH3:29])[CH3:28])=[O:25])[CH2:20][CH2:19]1)(=O)=O.C(=O)([O-])[O-].[K+].[K+]. The product is [O:12]=[C:7]1[CH2:6][CH2:5][C:4]2[C:9](=[CH:10][CH:11]=[C:2]([O:1][CH:18]3[CH2:23][CH2:22][N:21]([C:24]([O:26][C:27]([CH3:30])([CH3:29])[CH3:28])=[O:25])[CH2:20][CH2:19]3)[CH:3]=2)[NH:8]1. (2) The reactants are [F:1][C:2]1[CH:9]=[CH:8][C:5]([CH:6]=O)=[CH:4][CH:3]=1.Cl.C(=O)(O)O.[NH2:15][NH:16][C:17]([NH2:19])=[NH:18].C(=O)=O.[OH-].[K+]. No catalyst specified. The product is [F:1][C:2]1[CH:9]=[CH:8][C:5](/[CH:6]=[N:15]/[NH:16][C:17](=[NH:18])[NH2:19])=[CH:4][CH:3]=1. The yield is 0.910. (3) The reactants are [CH3:1][N:2]([CH3:34])[C:3]1[C:32]([CH3:33])=[CH:31][C:6]2[N:7]=[C:8]3[C:13]([N:14]([CH2:15][CH2:16][CH2:17][CH2:18][CH2:19][CH2:20][P:21](=[O:28])([O:25]CC)[O:22]CC)[C:5]=2[CH:4]=1)=[N:12][C:11](=[O:29])[NH:10][C:9]3=[O:30]. The catalyst is Cl. The product is [CH3:34][N:2]([CH3:1])[C:3]1[C:32]([CH3:33])=[CH:31][C:6]2[N:7]=[C:8]3[C:13]([N:14]([CH2:15][CH2:16][CH2:17][CH2:18][CH2:19][CH2:20][P:21](=[O:22])([OH:28])[OH:25])[C:5]=2[CH:4]=1)=[N:12][C:11](=[O:29])[NH:10][C:9]3=[O:30]. The yield is 0.350.